Predict the reactants needed to synthesize the given product. From a dataset of Full USPTO retrosynthesis dataset with 1.9M reactions from patents (1976-2016). (1) Given the product [CH3:3][C@:4]1([C:19]([O:21][C:22]([CH3:24])([CH3:23])[CH3:25])=[O:20])[C:8]2([CH2:27][CH2:9]2)[C:7](=[O:10])[N:6]([C@@H:11]([C:13]2[CH:18]=[CH:17][CH:16]=[CH:15][CH:14]=2)[CH3:12])[CH2:5]1, predict the reactants needed to synthesize it. The reactants are: [H-].[Na+].[CH3:3][C@:4]1([C:19]([O:21][C:22]([CH3:25])([CH3:24])[CH3:23])=[O:20])[C:8](=[CH2:9])[C:7](=[O:10])[N:6]([C@@H:11]([C:13]2[CH:18]=[CH:17][CH:16]=[CH:15][CH:14]=2)[CH3:12])[CH2:5]1.[I-].[CH3:27][S+](C)C.C(O)(=O)CC(CC(O)=O)(C(O)=O)O. (2) Given the product [F:17][C:16]([F:18])([F:19])[C:12]1[CH:11]=[C:10]([CH:15]=[CH:14][CH:13]=1)[CH2:9][CH:5]([C:6]([OH:8])=[O:7])[C:4]([OH:20])=[O:3], predict the reactants needed to synthesize it. The reactants are: CC1(C)[O:7][C:6](=[O:8])[CH:5]([CH2:9][C:10]2[CH:15]=[CH:14][CH:13]=[C:12]([C:16]([F:19])([F:18])[F:17])[CH:11]=2)[C:4](=[O:20])[O:3]1.